This data is from Full USPTO retrosynthesis dataset with 1.9M reactions from patents (1976-2016). The task is: Predict the reactants needed to synthesize the given product. (1) Given the product [O:9]=[C:8]1[C:10]2[N:11]=[CH:12][N:13]=[CH:14][C:15]=2[C:20]2[CH:21]=[CH:22][C:23]([C:25]([O:27][CH3:28])=[O:26])=[CH:24][C:19]=2[NH:18]1, predict the reactants needed to synthesize it. The reactants are: C([O-])(=O)C.[Na+].CO[C:8]([C:10]1[C:15](Br)=[CH:14][N:13]=[CH:12][N:11]=1)=[O:9].Cl.[NH2:18][C:19]1[CH:24]=[C:23]([C:25]([O:27][CH3:28])=[O:26])[CH:22]=[CH:21][C:20]=1B(O)O.O. (2) Given the product [N:14]1[C:6]2[C:5]3[S:15][C:2]([C:20]4[CH:21]=[CH:22][C:17]([NH2:16])=[N:18][CH:19]=4)=[CH:3][C:4]=3[CH2:10][CH2:9][O:8][C:7]=2[CH:11]=[CH:12][CH:13]=1, predict the reactants needed to synthesize it. The reactants are: Br[C:2]1[S:15][C:5]2[C:6]3[N:14]=[CH:13][CH:12]=[CH:11][C:7]=3[O:8][CH2:9][CH2:10][C:4]=2[CH:3]=1.[NH2:16][C:17]1[CH:22]=[CH:21][C:20](B(O)O)=[CH:19][N:18]=1.C(#N)C. (3) Given the product [F:31][C:32]1[CH:33]=[CH:34][C:35]([O:41][C:42]2[CH:43]=[CH:44][CH:45]=[CH:46][CH:47]=2)=[C:36]([CH:37]=1)[CH2:4][N:5]([CH3:48])[C:8](/[N:9]=[C:10]1\[S:11][C:12]([CH3:29])=[CH:13][N:14]\1[C:15]1[CH:28]=[CH:27][C:18]2[O:19][C:20]([F:26])([F:25])[C:21]([F:23])([F:24])[O:22][C:17]=2[CH:16]=1)=[O:30], predict the reactants needed to synthesize it. The reactants are: [I-].C[N+]1C=C[N:5]([C:8](=[O:30])/[N:9]=[C:10]2\[S:11][C:12]([CH3:29])=[CH:13][N:14]\2[C:15]2[CH:28]=[CH:27][C:18]3[O:19][C:20]([F:26])([F:25])[C:21]([F:24])([F:23])[O:22][C:17]=3[CH:16]=2)[CH:4]=1.[F:31][C:32]1[CH:33]=[CH:34][C:35]([O:41][C:42]2[CH:47]=[CH:46][CH:45]=[CH:44][CH:43]=2)=[C:36](CNC)[CH:37]=1.[CH3:48]CN(C(C)C)C(C)C.